From a dataset of Catalyst prediction with 721,799 reactions and 888 catalyst types from USPTO. Predict which catalyst facilitates the given reaction. Reactant: [CH2:1]([O:3][C:4]([C:6]1[N:7]=[C:8]([Br:24])[N:9]([CH:21]([CH3:23])[CH3:22])[C:10]=1[CH:11]([C:13]1[CH:18]=[CH:17][C:16]([Cl:19])=[CH:15][C:14]=1[CH3:20])O)=[O:5])[CH3:2].[Cl:25][C:26]1[C:27]([F:33])=[C:28]([CH:30]=[CH:31][CH:32]=1)[NH2:29]. Product: [CH2:1]([O:3][C:4]([C:6]1[N:7]=[C:8]([Br:24])[N:9]([CH:21]([CH3:23])[CH3:22])[C:10]=1[CH:11]([NH:29][C:28]1[CH:30]=[CH:31][CH:32]=[C:26]([Cl:25])[C:27]=1[F:33])[C:13]1[CH:18]=[CH:17][C:16]([Cl:19])=[CH:15][C:14]=1[CH3:20])=[O:5])[CH3:2]. The catalyst class is: 6.